Dataset: Forward reaction prediction with 1.9M reactions from USPTO patents (1976-2016). Task: Predict the product of the given reaction. (1) Given the reactants [NH:1]1[CH2:5][CH2:4][C@@H:3]([NH:6][C:7](=[O:13])[O:8][C:9]([CH3:12])([CH3:11])[CH3:10])[CH2:2]1.Cl[CH2:15][C:16]1[CH:21]=[CH:20][C:19]([CH3:22])=[CH:18][CH:17]=1.C(N(C(C)C)C(C)C)C, predict the reaction product. The product is: [CH3:15][C:16]1[CH:21]=[CH:20][C:19]([CH2:22][N:1]2[CH2:5][CH2:4][C@@H:3]([NH:6][C:7](=[O:13])[O:8][C:9]([CH3:10])([CH3:12])[CH3:11])[CH2:2]2)=[CH:18][CH:17]=1. (2) Given the reactants [Cl:1][C:2]1[CH:7]=[CH:6][C:5]([CH2:8][CH2:9][C:10]([NH:12][CH3:13])=[O:11])=[CH:4][C:3]=1[CH:14]=O.[CH:16]1([NH2:19])[CH2:18][CH2:17]1.[BH4-].[Na+], predict the reaction product. The product is: [Cl:1][C:2]1[CH:7]=[CH:6][C:5]([CH2:8][CH2:9][C:10]([NH:12][CH3:13])=[O:11])=[CH:4][C:3]=1[CH2:14][NH:19][CH:16]1[CH2:18][CH2:17]1. (3) Given the reactants [C:1]([O:4][CH2:5][C:6](=[O:27])[C@@H:7]([C:20]([O:22][C:23]([CH3:26])([CH3:25])[CH3:24])=[O:21])[CH2:8][C:9]1[CH:19]=[CH:18][C:12]2[O:13][C:14]([F:17])([F:16])[O:15][C:11]=2[CH:10]=1)(=[O:3])[CH3:2].[Li].CC([O-])(C)C.CC([O-])(C)C.CC([O-])(C)C.[Al+3], predict the reaction product. The product is: [C:1]([O:4][CH2:5][C@@H:6]([OH:27])[C@@H:7]([C:20]([O:22][C:23]([CH3:26])([CH3:25])[CH3:24])=[O:21])[CH2:8][C:9]1[CH:19]=[CH:18][C:12]2[O:13][C:14]([F:16])([F:17])[O:15][C:11]=2[CH:10]=1)(=[O:3])[CH3:2]. (4) Given the reactants [F:1][C:2]1[CH:7]=[CH:6][C:5]([O:8][CH3:9])=[CH:4][C:3]=1[C:10]1[C:15]([O:16][CH2:17][CH:18]([CH3:20])[CH3:19])=[CH:14][C:13]([C:21]([O:23][CH3:24])=[O:22])=[CH:12][N+:11]=1[O-].P(Cl)(Cl)([Cl:28])=O, predict the reaction product. The product is: [Cl:28][C:12]1[N:11]=[C:10]([C:3]2[CH:4]=[C:5]([O:8][CH3:9])[CH:6]=[CH:7][C:2]=2[F:1])[C:15]([O:16][CH2:17][CH:18]([CH3:20])[CH3:19])=[CH:14][C:13]=1[C:21]([O:23][CH3:24])=[O:22].